From a dataset of Catalyst prediction with 721,799 reactions and 888 catalyst types from USPTO. Predict which catalyst facilitates the given reaction. (1) Reactant: [NH2:1][C:2]1[C:10]([Cl:11])=[CH:9][C:5]([C:6]([OH:8])=O)=[C:4]([O:12][CH3:13])[CH:3]=1.Cl.CN(C)CCCN=C=NCC.O.ON1C2C=CC=CC=2N=N1.C(N(C(C)C)CC)(C)C.[N:46]1([CH2:51][CH2:52][CH2:53][N:54]2[CH2:59][CH2:58][CH:57]([CH2:60][NH2:61])[CH2:56][CH2:55]2)[CH:50]=[CH:49][N:48]=[N:47]1. Product: [N:46]1([CH2:51][CH2:52][CH2:53][N:54]2[CH2:55][CH2:56][CH:57]([CH2:60][NH:61][C:6](=[O:8])[C:5]3[CH:9]=[C:10]([Cl:11])[C:2]([NH2:1])=[CH:3][C:4]=3[O:12][CH3:13])[CH2:58][CH2:59]2)[CH:50]=[CH:49][N:48]=[N:47]1. The catalyst class is: 46. (2) The catalyst class is: 6. Product: [C:16]([O:20][C:21]([N:23]1[CH2:28][CH2:27][CH:26]([N:29]([CH2:11][C:10]2[CH:13]=[CH:14][CH:15]=[C:8]([C:6]3[CH:5]=[CH:4][N:3]=[C:2]([Cl:1])[N:7]=3)[CH:9]=2)[CH2:30][CH3:31])[CH2:25][CH2:24]1)=[O:22])([CH3:19])([CH3:17])[CH3:18]. Reactant: [Cl:1][C:2]1[N:7]=[C:6]([C:8]2[CH:9]=[C:10]([CH:13]=[CH:14][CH:15]=2)[CH:11]=O)[CH:5]=[CH:4][N:3]=1.[C:16]([O:20][C:21]([N:23]1[CH2:28][CH2:27][CH:26]([NH2:29])[CH2:25][CH2:24]1)=[O:22])([CH3:19])([CH3:18])[CH3:17].[CH:30](=O)[CH3:31].C(O[BH-](OC(=O)C)OC(=O)C)(=O)C.[Na+].[Na+].[Cl-]. (3) Reactant: Cl[C:2]1[C:7]([C:8]([OH:10])=[O:9])=[CH:6][N:5]=[C:4]2[N:11]([CH2:14][CH3:15])[N:12]=[CH:13][C:3]=12.[NH2:16][CH:17]1[CH2:22][CH2:21][CH:20]([C:23]([O:25][C:26]([CH3:29])([CH3:28])[CH3:27])=[O:24])[CH2:19][CH2:18]1. Product: [C:26]([O:25][C:23]([CH:20]1[CH2:19][CH2:18][CH:17]([NH:16][C:2]2[C:7]([C:8]([OH:10])=[O:9])=[CH:6][N:5]=[C:4]3[N:11]([CH2:14][CH3:15])[N:12]=[CH:13][C:3]=23)[CH2:22][CH2:21]1)=[O:24])([CH3:29])([CH3:27])[CH3:28]. The catalyst class is: 10. (4) Reactant: [F:1][C:2]1[CH:10]=[C:9]([F:11])[CH:8]=[C:7]2[C:3]=1[CH:4]=[CH:5][NH:6]2.[C:12]([O:16][CH3:17])(=[O:15])[CH2:13][SH:14].II.[I-].[K+]. Product: [F:1][C:2]1[CH:10]=[C:9]([F:11])[CH:8]=[C:7]2[C:3]=1[C:4]([S:14][CH2:13][C:12]([O:16][CH3:17])=[O:15])=[CH:5][NH:6]2. The catalyst class is: 24.